From a dataset of Reaction yield outcomes from USPTO patents with 853,638 reactions. Predict the reaction yield, written as a fraction of the theoretical maximum amount of product (1.0 means a 100% yield; for example, 0.34 means a 34% yield). The reactants are [P:1]([Cl:6])([Cl:5])([O:3][CH3:4])=[O:2].[N:7]1[CH:12]=[CH:11][CH:10]=[CH:9][CH:8]=1. No catalyst specified. The product is [P:1]([Cl:6])([Cl:5])([O-:3])=[O:2].[CH3:4][N+:7]1[CH:12]=[CH:11][CH:10]=[CH:9][CH:8]=1. The yield is 0.600.